This data is from Forward reaction prediction with 1.9M reactions from USPTO patents (1976-2016). The task is: Predict the product of the given reaction. (1) Given the reactants [CH:1]1([CH2:4][C:5]2([CH:15]([NH:20]S(C(C)(C)C)=O)[C:16]([F:19])([F:18])[F:17])[CH2:14][CH2:13][C:8]3(OCC[O:9]3)[CH2:7][CH2:6]2)[CH2:3][CH2:2]1.C(=O)(O)[O-].[Na+].[BH4-].[Na+], predict the reaction product. The product is: [NH2:20][CH:15]([C:5]1([CH2:4][CH:1]2[CH2:3][CH2:2]2)[CH2:6][CH2:7][CH:8]([OH:9])[CH2:13][CH2:14]1)[C:16]([F:17])([F:18])[F:19]. (2) Given the reactants [F:1][C:2]([F:19])([F:18])[C:3]([F:17])([C:13]([F:16])([F:15])[F:14])[CH2:4][CH:5]([C:9]([F:12])([F:11])[F:10])[CH2:6][CH2:7]I.C(O)C.[S-:23][C:24]#[N:25].[K+].C(O)(=O)C, predict the reaction product. The product is: [F:1][C:2]([F:19])([F:18])[C:3]([F:17])([C:13]([F:16])([F:15])[F:14])[CH2:4][CH:5]([C:9]([F:12])([F:11])[F:10])[CH2:6][CH2:7][S:23][C:24]#[N:25]. (3) The product is: [C:32]([C:29]1[CH:28]=[CH:27][C:26]([C:23]2[CH:24]=[CH:25][C:20]([NH:19][CH:14]([C:11]3[CH:12]=[CH:13][C:8]([C:7]([NH:6][CH2:5][CH2:4][C:3]([OH:37])=[O:2])=[O:36])=[CH:9][CH:10]=3)[CH2:15][CH:16]([CH3:18])[CH3:17])=[CH:21][CH:22]=2)=[CH:31][CH:30]=1)([CH3:34])([CH3:35])[CH3:33]. Given the reactants C[O:2][C:3](=[O:37])[CH2:4][CH2:5][NH:6][C:7](=[O:36])[C:8]1[CH:13]=[CH:12][C:11]([CH:14]([NH:19][C:20]2[CH:25]=[CH:24][C:23]([C:26]3[CH:31]=[CH:30][C:29]([C:32]([CH3:35])([CH3:34])[CH3:33])=[CH:28][CH:27]=3)=[CH:22][CH:21]=2)[CH2:15][CH:16]([CH3:18])[CH3:17])=[CH:10][CH:9]=1.CO.[OH-].[Na+], predict the reaction product. (4) Given the reactants [CH3:1][C:2]1[N:3]=[N:4][N:5]([CH2:7][C:8]2[CH:13]=[C:12]([C:14]([F:17])([F:16])[F:15])[CH:11]=[CH:10][C:9]=2/[CH:18]=[CH:19]/[C:20](O)=[O:21])[N:6]=1.[N:23]1([C:29]([O:31][C:32]([CH3:35])([CH3:34])[CH3:33])=[O:30])[CH2:28][CH2:27][NH:26][CH2:25][CH2:24]1, predict the reaction product. The product is: [C:32]([O:31][C:29]([N:23]1[CH2:28][CH2:27][N:26]([C:20](=[O:21])/[CH:19]=[CH:18]/[C:9]2[CH:10]=[CH:11][C:12]([C:14]([F:17])([F:15])[F:16])=[CH:13][C:8]=2[CH2:7][N:5]2[N:4]=[N:3][C:2]([CH3:1])=[N:6]2)[CH2:25][CH2:24]1)=[O:30])([CH3:35])([CH3:33])[CH3:34]. (5) The product is: [CH3:36][C:34]1[CH:35]=[C:30]([C:27]2[CH:26]=[CH:25][C:24]([C:22]3[N:3]=[N:2][N:1]([CH2:4][C:5]([O:7][CH3:8])=[O:6])[CH:23]=3)=[N:29][CH:28]=2)[CH:31]=[C:32]([NH:37][C:38]2[N:43]=[C:42]([C:44]([F:47])([F:45])[F:46])[CH:41]=[CH:40][N:39]=2)[CH:33]=1. Given the reactants [N:1]([CH2:4][C:5]([O:7][CH3:8])=[O:6])=[N+:2]=[N-:3].OC(C1C([O-])=C(O)C(=O)O1)CO.[Na+].[C:22]([C:24]1[N:29]=[CH:28][C:27]([C:30]2[CH:31]=[C:32]([NH:37][C:38]3[N:43]=[C:42]([C:44]([F:47])([F:46])[F:45])[CH:41]=[CH:40][N:39]=3)[CH:33]=[C:34]([CH3:36])[CH:35]=2)=[CH:26][CH:25]=1)#[CH:23], predict the reaction product.